Predict which catalyst facilitates the given reaction. From a dataset of Catalyst prediction with 721,799 reactions and 888 catalyst types from USPTO. (1) Reactant: [C:1]([OH:7])([C:3]([F:6])([F:5])[F:4])=[O:2].[CH3:8][C:9]1[CH:10]=[C:11]([NH:21][C:22]2[N:27]=[C:26]([O:28][CH:29]3[CH2:34][CH2:33][N:32](C(OC(C)(C)C)=O)[CH2:31][CH2:30]3)[CH:25]=[CH:24][N:23]=2)[CH:12]=[C:13]([C:15]2[CH:16]=[N:17][CH:18]=[CH:19][CH:20]=2)[CH:14]=1. Product: [CH3:8][C:9]1[CH:10]=[C:11]([NH:21][C:22]2[N:27]=[C:26]([O:28][CH:29]3[CH2:34][CH2:33][NH:32][CH2:31][CH2:30]3)[CH:25]=[CH:24][N:23]=2)[CH:12]=[C:13]([C:15]2[CH:16]=[N:17][CH:18]=[CH:19][CH:20]=2)[CH:14]=1.[C:1]([OH:7])([C:3]([F:6])([F:5])[F:4])=[O:2]. The catalyst class is: 4. (2) The catalyst class is: 131. Product: [F:1][C:2]1[CH:7]=[CH:6][C:5]([CH3:8])=[CH:4][C:3]=1[O:9][CH2:11][CH2:12][CH2:13][C:14]([OH:16])=[O:15]. Reactant: [F:1][C:2]1[CH:7]=[CH:6][C:5]([CH3:8])=[CH:4][C:3]=1[OH:9].Br[CH2:11][CH2:12][CH2:13][C:14]([O:16]CC)=[O:15].C(=O)([O-])[O-].[K+].[K+].[OH-].[Na+].Cl. (3) Reactant: [CH:1]1([C:7]([OH:18])([C:12]2[CH:17]=[CH:16][CH:15]=[CH:14][CH:13]=2)[C:8]([O:10]C)=[O:9])[CH2:6][CH2:5][CH2:4][CH2:3][CH2:2]1.[OH-].[Na+]. Product: [CH:12]1([C:7]([OH:18])([C:1]2[CH:2]=[CH:3][CH:4]=[CH:5][CH:6]=2)[C:8]([OH:10])=[O:9])[CH2:17][CH2:16][CH2:15][CH2:14][CH2:13]1. The catalyst class is: 5.